From a dataset of Reaction yield outcomes from USPTO patents with 853,638 reactions. Predict the reaction yield, written as a fraction of the theoretical maximum amount of product (1.0 means a 100% yield; for example, 0.34 means a 34% yield). (1) The reactants are [Cl:1][C:2]1[CH:7]=[CH:6][CH:5]=[CH:4][C:3]=1[C:8]1[C:9]([C:35](O)=[O:36])=[CH:10][C:11]([C:15]2[CH:16]=[CH:17][C:18]3[O:22][C:21]([C:23]4[CH:28]=[CH:27][C:26]([F:29])=[CH:25][CH:24]=4)=[C:20]([C:30](=[O:33])[NH:31][CH3:32])[C:19]=3[CH:34]=2)=[C:12]([CH3:14])[CH:13]=1.[N:38]1[CH:43]=[CH:42][CH:41]=[CH:40][C:39]=1[C:44]1([NH2:47])[CH2:46][CH2:45]1.CN(C(ON1N=NC2C=CC=NC1=2)=[N+](C)C)C.F[P-](F)(F)(F)(F)F. The catalyst is CN(C=O)C. The product is [Cl:1][C:2]1[CH:7]=[CH:6][CH:5]=[CH:4][C:3]=1[C:8]1[CH:13]=[C:12]([CH3:14])[C:11]([C:15]2[CH:16]=[CH:17][C:18]3[O:22][C:21]([C:23]4[CH:28]=[CH:27][C:26]([F:29])=[CH:25][CH:24]=4)=[C:20]([C:30]([NH:31][CH3:32])=[O:33])[C:19]=3[CH:34]=2)=[CH:10][C:9]=1[C:35](=[O:36])[NH:47][C:44]1([C:39]2[CH:40]=[CH:41][CH:42]=[CH:43][N:38]=2)[CH2:46][CH2:45]1. The yield is 0.920. (2) The product is [ClH:1].[ClH:1].[C:35]([N:31]1[CH2:32][CH2:33][CH:28]([O:27][C:24]2[CH:23]=[CH:22][C:21]([N:15]([CH2:14]/[CH:13]=[CH:12]/[C:8]3[CH:9]=[CH:10][CH:11]=[C:6]([C:3](=[NH:4])[NH2:5])[CH:7]=3)[S:16]([CH2:19][CH3:20])(=[O:18])=[O:17])=[CH:26][CH:25]=2)[CH2:29][CH2:30]1)(=[NH:40])[CH3:36]. The catalyst is C(O)C.O1CCOCC1.CO. The reactants are [ClH:1].Cl.[C:3]([C:6]1[CH:7]=[C:8](/[CH:12]=[CH:13]/[CH2:14][N:15]([C:21]2[CH:26]=[CH:25][C:24]([O:27][CH:28]3[CH2:33][CH2:32][NH:31][CH2:30][CH2:29]3)=[CH:23][CH:22]=2)[S:16]([CH2:19][CH3:20])(=[O:18])=[O:17])[CH:9]=[CH:10][CH:11]=1)(=[NH:5])[NH2:4].Cl.[C:35](=[NH:40])(OCC)[CH3:36].C(N(CC)CC)C.Cl. The yield is 0.620. (3) The reactants are [Cl:1][C:2]1[CH:3]=[C:4]([C:12]2[N:16]=[C:15]([C:17]3[CH:22]=[CH:21][C:20]([CH2:23]O)=[CH:19][CH:18]=3)[O:14][N:13]=2)[CH:5]=[CH:6][C:7]=1[O:8][CH:9]([CH3:11])[CH3:10].C1CCN2C(=NCCC2)CC1.P([N:52]=[N+:53]=[N-:54])(=O)(OC1C=CC=CC=1)OC1C=CC=CC=1.C([O-])(O)=O.[Na+]. The catalyst is C1COCC1.CCOCC. The product is [N:52]([CH2:23][C:20]1[CH:21]=[CH:22][C:17]([C:15]2[O:14][N:13]=[C:12]([C:4]3[CH:5]=[CH:6][C:7]([O:8][CH:9]([CH3:11])[CH3:10])=[C:2]([Cl:1])[CH:3]=3)[N:16]=2)=[CH:18][CH:19]=1)=[N+:53]=[N-:54]. The yield is 0.600. (4) The reactants are [CH3:1][C:2]1[O:6][N:5]=[C:4]([C:7]2[CH:12]=[CH:11][CH:10]=[CH:9][CH:8]=2)[C:3]=1[CH2:13][O:14][C:15]1[CH:23]=[CH:22][C:18]([C:19]([OH:21])=O)=[CH:17][N:16]=1.[OH:24][CH:25]1[CH2:30][CH2:29][NH:28][CH2:27][CH2:26]1. No catalyst specified. The product is [OH:24][CH:25]1[CH2:30][CH2:29][N:28]([C:19]([C:18]2[CH:17]=[N:16][C:15]([O:14][CH2:13][C:3]3[C:4]([C:7]4[CH:8]=[CH:9][CH:10]=[CH:11][CH:12]=4)=[N:5][O:6][C:2]=3[CH3:1])=[CH:23][CH:22]=2)=[O:21])[CH2:27][CH2:26]1. The yield is 0.730. (5) The reactants are [F:1][C:2]1[CH:3]=[C:4]([CH:8]([NH:10][C:11]2[N:16]=[C:15]([N:17]3[C:21]4[CH:22]=[C:23]([C:26]([NH2:28])=O)[CH:24]=[CH:25][C:20]=4[N:19]=[CH:18]3)[CH:14]=[N:13][CH:12]=2)[CH3:9])[CH:5]=[CH:6][CH:7]=1.P(Cl)(Cl)(Cl)=O. No catalyst specified. The product is [F:1][C:2]1[CH:3]=[C:4]([CH:8]([NH:10][C:11]2[N:16]=[C:15]([N:17]3[C:21]4[CH:22]=[C:23]([C:26]#[N:28])[CH:24]=[CH:25][C:20]=4[N:19]=[CH:18]3)[CH:14]=[N:13][CH:12]=2)[CH3:9])[CH:5]=[CH:6][CH:7]=1. The yield is 0.800. (6) The reactants are C([O:5][C:6]([CH2:8][C:9]1[CH:14]=[CH:13][C:12]([O:15][C:16]([C:18]2[CH:19]=[C:20]3[C:25](=[CH:26][CH:27]=2)[O:24][C:23]([CH3:29])([CH3:28])[CH2:22][C:21]3([CH3:31])[CH3:30])=[O:17])=[CH:11][CH:10]=1)=[O:7])(C)(C)C.FC(F)(F)C(O)=O. No catalyst specified. The product is [C:6]([CH2:8][C:9]1[CH:10]=[CH:11][C:12]([O:15][C:16]([C:18]2[CH:19]=[C:20]3[C:25](=[CH:26][CH:27]=2)[O:24][C:23]([CH3:29])([CH3:28])[CH2:22][C:21]3([CH3:31])[CH3:30])=[O:17])=[CH:13][CH:14]=1)([OH:7])=[O:5]. The yield is 0.500.